This data is from Forward reaction prediction with 1.9M reactions from USPTO patents (1976-2016). The task is: Predict the product of the given reaction. Given the reactants [C:1]([O:8][CH2:9][CH3:10])(=[O:7])[CH2:2][CH2:3][C:4]([CH3:6])=[O:5], predict the reaction product. The product is: [CH2:1]=[CH2:2].[C:1]([O:8][CH2:9][CH3:10])(=[O:7])[CH2:2][CH2:3][C:4]([CH3:6])=[O:5].